This data is from Forward reaction prediction with 1.9M reactions from USPTO patents (1976-2016). The task is: Predict the product of the given reaction. The product is: [NH:24]1[C:32]2[C:27](=[C:28]([N:33]3[CH2:38][CH2:37][N:36]([C:21]([CH:12]4[CH2:13][CH2:14][C:15]5[C:20](=[CH:19][CH:18]=[CH:17][CH:16]=5)[NH:11]4)=[O:23])[CH2:35][CH2:34]3)[CH:29]=[CH:30][CH:31]=2)[CH:26]=[CH:25]1. Given the reactants C(P(=O)(OCC)OCC)#N.[NH:11]1[C:20]2[C:15](=[CH:16][CH:17]=[CH:18][CH:19]=2)[CH2:14][CH2:13][CH:12]1[C:21]([OH:23])=O.[NH:24]1[C:32]2[C:27](=[C:28]([N:33]3[CH2:38][CH2:37][NH:36][CH2:35][CH2:34]3)[CH:29]=[CH:30][CH:31]=2)[CH:26]=[CH:25]1, predict the reaction product.